This data is from Full USPTO retrosynthesis dataset with 1.9M reactions from patents (1976-2016). The task is: Predict the reactants needed to synthesize the given product. (1) Given the product [ClH:47].[ClH:47].[C:39]1([CH:7]([C:1]2[CH:2]=[CH:3][CH:4]=[CH:5][CH:6]=2)[N:8]2[CH2:12][CH2:11][C@@H:10]([NH:13][C:21]3[N:22]=[CH:23][C:24](/[CH:27]=[CH:28]/[C:29]([NH:30][OH:31])=[O:38])=[CH:25][CH:26]=3)[CH2:9]2)[CH:40]=[CH:41][CH:42]=[CH:43][CH:44]=1, predict the reactants needed to synthesize it. The reactants are: [C:1]1([CH:7]([C:39]2[CH:44]=[CH:43][CH:42]=[CH:41][CH:40]=2)[N:8]2[CH2:12][CH2:11][C@@H:10]([N:13]([C:21]3[CH:26]=[CH:25][C:24](/[CH:27]=[CH:28]/[C:29](=[O:38])[NH:30][O:31]C4CCCCO4)=[CH:23][N:22]=3)C(=O)OC(C)(C)C)[CH2:9]2)[CH:6]=[CH:5][CH:4]=[CH:3][CH:2]=1.CO.[ClH:47]. (2) Given the product [OH:11][C@@H:7]1[CH2:6][C@@H:5]([CH2:4][Cl:3])[O:12][C:9](=[O:10])[CH2:8]1, predict the reactants needed to synthesize it. The reactants are: BrBr.[Cl:3][CH2:4][C@@H:5]([OH:12])[CH2:6][C@@H:7]([OH:11])[CH2:8][CH:9]=[O:10].C(=O)(O)[O-].[Na+].C(=O)=O.[O-]S([O-])(=S)=O.[Na+].[Na+]. (3) Given the product [Cl:1][C:2]1[N:3]=[C:4]([Cl:20])[C:5]2[C:10]([C:29]3[CH:28]=[CH:27][C:25]4[N:26]=[C:22]([CH3:21])[O:23][C:24]=4[CH:30]=3)=[CH:9][N:8]([CH2:12][O:13][CH2:14][CH2:15][Si:16]([CH3:19])([CH3:18])[CH3:17])[C:6]=2[N:7]=1, predict the reactants needed to synthesize it. The reactants are: [Cl:1][C:2]1[N:3]=[C:4]([Cl:20])[C:5]2[C:10](I)=[CH:9][N:8]([CH2:12][O:13][CH2:14][CH2:15][Si:16]([CH3:19])([CH3:18])[CH3:17])[C:6]=2[N:7]=1.[CH3:21][C:22]1[O:23][C:24]2[CH:30]=[C:29](B3OC(C)(C)C(C)(C)O3)[CH:28]=[CH:27][C:25]=2[N:26]=1.C(Cl)Cl.C(=O)([O-])[O-].[Na+].[Na+]. (4) The reactants are: [C:1]1(P(C2C=CC=CC=2)C2C=CC=CC=2)C=CC=C[CH:2]=1.[N:20]1(CCO)[CH2:25][CH2:24][CH2:23][CH2:22][CH2:21]1.CCOC(/N=N/C(OCC)=O)=O.O1CCCCC1[N:47]1[C:55]2[C:50](=[CH:51][C:52]([C:56]3[N:60]=[CH:59][N:58](C(C4C=CC=CC=4)(C4C=CC=CC=4)C4C=CC=CC=4)[N:57]=3)=[CH:53][CH:54]=2)[C:49]([C:80]2[CH:81]=[C:82]([OH:86])[CH:83]=[CH:84][CH:85]=2)=[N:48]1.Cl. Given the product [NH:57]1[C:56]([C:52]2[CH:51]=[C:50]3[C:55](=[CH:54][CH:53]=2)[NH:47][N:48]=[C:49]3[C:80]2[CH:85]=[CH:84][CH:83]=[C:82]([O:86][CH2:1][CH2:2][CH:25]3[CH2:24][CH2:23][CH2:22][CH2:21][NH:20]3)[CH:81]=2)=[N:60][CH:59]=[N:58]1, predict the reactants needed to synthesize it. (5) Given the product [Br:1][C:2]1[C:8]([O:9][CH3:10])=[CH:7][C:6]2[S:11][C:12]([NH2:13])=[N:5][C:4]=2[CH:3]=1, predict the reactants needed to synthesize it. The reactants are: [Br:1][C:2]1[CH:3]=[C:4]([CH:6]=[CH:7][C:8]=1[O:9][CH3:10])[NH2:5].[S-:11][C:12]#[N:13].[NH4+].BrBr. (6) Given the product [N:50]1([C@@H:43]([CH3:44])[CH2:42][C@@H:11]2[NH:12][CH2:13][C@H:14]([O:15][CH2:16][C:17]3[CH:18]=[CH:19][C:20]4[O:25][CH2:24][CH2:23][N:22]([CH2:26][CH2:27][CH2:28][O:29][CH3:30])[C:21]=4[CH:31]=3)[C@@H:9]([C:6]3[CH:7]=[CH:8][C:3]([O:2][CH3:1])=[CH:4][CH:5]=3)[CH2:10]2)[CH:54]=[CH:53][N:52]=[CH:51]1, predict the reactants needed to synthesize it. The reactants are: [CH3:1][O:2][C:3]1[CH:8]=[CH:7][C:6]([C@@H:9]2[C@@H:14]([O:15][CH2:16][C:17]3[CH:18]=[CH:19][C:20]4[O:25][CH2:24][CH2:23][N:22]([CH2:26][CH2:27][CH2:28][O:29][CH3:30])[C:21]=4[CH:31]=3)[CH2:13][N:12](S(C3C=CC(C)=CC=3)(=O)=O)[C@@H:11]([CH2:42][C@H:43](OS(C)(=O)=O)[CH3:44])[CH2:10]2)=[CH:5][CH:4]=1.[NH:50]1[CH:54]=[CH:53][N:52]=[CH:51]1. (7) Given the product [CH2:15]([O:17][C:18](=[O:55])[C:19]([O:47][C:48]1[CH:53]=[CH:52][CH:51]=[CH:50][C:49]=1[F:54])([CH3:46])[CH2:20][C:21]1[CH:26]=[CH:25][C:24]([O:27][CH2:28][CH2:29][CH:30]2[CH2:34][NH:33][C:32](=[O:44])[N:31]2[CH3:45])=[CH:23][CH:22]=1)[CH3:16], predict the reactants needed to synthesize it. The reactants are: FC(F)(F)C(O)=O.C([SiH](CC)CC)C.[CH2:15]([O:17][C:18](=[O:55])[C:19]([O:47][C:48]1[CH:53]=[CH:52][CH:51]=[CH:50][C:49]=1[F:54])([CH3:46])[CH2:20][C:21]1[CH:26]=[CH:25][C:24]([O:27][CH2:28][CH2:29][CH:30]2[CH2:34][N:33](CC3C=CC(OC)=CC=3)[C:32](=[O:44])[N:31]2[CH3:45])=[CH:23][CH:22]=1)[CH3:16].